Predict the product of the given reaction. From a dataset of Forward reaction prediction with 1.9M reactions from USPTO patents (1976-2016). The product is: [Cl:1][C:2]1[CH:11]=[C:10]2[C:5]([C:6]([N:12]3[CH2:13][CH2:14][N:15]([CH2:18][CH2:19][CH2:20][CH2:21][NH:22][C:28]([N:30]4[CH2:31][CH2:32][CH:41]([C:35]5[CH:40]=[CH:39][CH:38]=[CH:37][CH:36]=5)[CH2:42][CH2:34]4)=[O:29])[CH2:16][CH2:17]3)=[CH:7][CH:8]=[N:9]2)=[CH:4][CH:3]=1. Given the reactants [Cl:1][C:2]1[CH:11]=[C:10]2[C:5]([C:6]([N:12]3[CH2:17][CH2:16][N:15]([CH2:18][CH2:19][CH2:20][CH2:21][NH2:22])[CH2:14][CH2:13]3)=[CH:7][CH:8]=[N:9]2)=[CH:4][CH:3]=1.C1N=CN([C:28]([N:30]2[CH:34]=N[CH:32]=[CH:31]2)=[O:29])C=1.[C:35]1([CH:41]2CCNC[CH2:42]2)[CH:40]=[CH:39][CH:38]=[CH:37][CH:36]=1, predict the reaction product.